From a dataset of Full USPTO retrosynthesis dataset with 1.9M reactions from patents (1976-2016). Predict the reactants needed to synthesize the given product. (1) Given the product [C:1]([C:6]1[CH:7]=[C:8]([C:27]#[N:28])[C:9]([N:14]2[CH2:19][CH2:18][CH:17]([C:20]([OH:22])=[O:21])[CH2:16][CH2:15]2)=[N:10][C:11]=1[O:12][CH3:13])(=[O:5])[CH2:2][CH2:3][CH3:4], predict the reactants needed to synthesize it. The reactants are: [C:1]([C:6]1[CH:7]=[C:8]([C:27]#[N:28])[C:9]([N:14]2[CH2:19][CH2:18][CH:17]([C:20]([O:22]C(C)(C)C)=[O:21])[CH2:16][CH2:15]2)=[N:10][C:11]=1[O:12][CH3:13])(=[O:5])[CH2:2][CH2:3][CH3:4]. (2) Given the product [Br:1][C:2]1[N:6]=[C:5]([Br:7])[N:4]([CH2:11][C:10]([CH3:12])=[CH2:9])[N:3]=1, predict the reactants needed to synthesize it. The reactants are: [Br:1][C:2]1[N:6]=[C:5]([Br:7])[NH:4][N:3]=1.C[CH2:9][C:10]([O-])([CH3:12])[CH3:11].[Na+].BrCC(C)=C. (3) Given the product [Cl:16][C:17]1[CH:18]=[C:19]([CH:22]=[CH:23][C:24]=1[Cl:25])[CH2:20][N:3]1[C:4](=[O:15])[C:5]2[C@@H:6]3[C:11]([CH3:12])([CH3:13])[C@@:9]([CH3:14])([CH2:8][CH2:7]3)[C:10]=2[N:2]1[CH3:1], predict the reactants needed to synthesize it. The reactants are: [CH3:1][N:2]1[C:10]2[C@@:9]3([CH3:14])[C:11]([CH3:13])([CH3:12])[C@H:6]([CH2:7][CH2:8]3)[C:5]=2[C:4](=[O:15])[NH:3]1.[Cl:16][C:17]1[CH:18]=[C:19]([CH:22]=[CH:23][C:24]=1[Cl:25])[CH2:20]Br. (4) The reactants are: C([O:5][C:6](=[O:30])[C@@H:7]([NH:14][C:15]([C:17]1[CH:22]=[CH:21][C:20]([C:23]2[CH:28]=[CH:27][CH:26]=[C:25]([NH2:29])[CH:24]=2)=[CH:19][CH:18]=1)=[O:16])[CH2:8][O:9]C(C)(C)C)(C)(C)C.[Cl:31][C:32]1[N:36]([CH3:37])[N:35]=[C:34]([CH3:38])[C:33]=1[S:39](Cl)(=[O:41])=[O:40]. Given the product [Cl:31][C:32]1[N:36]([CH3:37])[N:35]=[C:34]([CH3:38])[C:33]=1[S:39]([NH:29][C:25]1[CH:24]=[C:23]([C:20]2[CH:19]=[CH:18][C:17]([C:15]([NH:14][C@@H:7]([CH2:8][OH:9])[C:6]([OH:5])=[O:30])=[O:16])=[CH:22][CH:21]=2)[CH:28]=[CH:27][CH:26]=1)(=[O:40])=[O:41], predict the reactants needed to synthesize it. (5) Given the product [C:1]1([C:7]#[C:8][C:9]2[CH:10]=[CH:11][C:12]([C:13]([OH:15])=[O:14])=[CH:18][CH:19]=2)[CH:2]=[CH:3][CH:4]=[CH:5][CH:6]=1, predict the reactants needed to synthesize it. The reactants are: [C:1]1([C:7]#[C:8][C:9]2[CH:19]=[CH:18][C:12]([C:13]([O:15]CC)=[O:14])=[CH:11][CH:10]=2)[CH:6]=[CH:5][CH:4]=[CH:3][CH:2]=1.CO.[Li+].[OH-].Cl. (6) Given the product [CH2:26]([O:1][C:2]1[C:3]([C:14]2[CH:19]=[CH:18][CH:17]=[CH:16][CH:15]=2)=[C:4]([CH2:9][C:10]([O:12][CH3:13])=[O:11])[CH:5]=[C:6]([O:8][CH2:14][C:3]2[CH:4]=[CH:5][CH:6]=[CH:7][CH:2]=2)[CH:7]=1)[C:27]1[CH:32]=[CH:31][CH:30]=[CH:29][CH:28]=1, predict the reactants needed to synthesize it. The reactants are: [OH:1][C:2]1[C:3]([C:14]2[CH:19]=[CH:18][CH:17]=[CH:16][CH:15]=2)=[C:4]([CH2:9][C:10]([O:12][CH3:13])=[O:11])[CH:5]=[C:6]([OH:8])[CH:7]=1.C(=O)([O-])[O-].[K+].[K+].[CH2:26](Br)[C:27]1[CH:32]=[CH:31][CH:30]=[CH:29][CH:28]=1.O.